Dataset: Full USPTO retrosynthesis dataset with 1.9M reactions from patents (1976-2016). Task: Predict the reactants needed to synthesize the given product. (1) Given the product [Cl:1][C:2]1[N:7]=[CH:6][C:5]2[N:8]([CH2:14][C:15]3[CH:20]=[CH:19][C:18]([O:21][CH3:22])=[CH:17][CH:16]=3)[CH:9]=[N:10][C:4]=2[CH:3]=1, predict the reactants needed to synthesize it. The reactants are: [Cl:1][C:2]1[N:7]=[CH:6][C:5]2[NH:8][CH:9]=[N:10][C:4]=2[CH:3]=1.[H-].[Na+].Cl[CH2:14][C:15]1[CH:20]=[CH:19][C:18]([O:21][CH3:22])=[CH:17][CH:16]=1.O. (2) Given the product [OH:8][C:9]1[CH:10]=[CH:11][C:12]([C:15](=[O:23])[CH2:16][C:17](=[O:22])[CH2:18][CH2:19][CH2:20][CH3:21])=[CH:13][CH:14]=1, predict the reactants needed to synthesize it. The reactants are: C([O:8][C:9]1[CH:14]=[CH:13][C:12]([C:15](=[O:23])[CH2:16][C:17](=[O:22])[CH2:18][CH2:19][CH2:20][CH3:21])=[CH:11][CH:10]=1)C1C=CC=CC=1.[H][H]. (3) Given the product [Cl:12][C:13]1[CH:18]=[CH:17][CH:16]=[CH:15][C:14]=1[N:19]1[CH2:24][CH2:23][N:22]([CH2:2][C:3]2[S:4][C:5]3[C:10]([N:11]=2)=[CH:9][CH:8]=[CH:7][N:6]=3)[CH2:21][CH2:20]1, predict the reactants needed to synthesize it. The reactants are: Cl[CH2:2][C:3]1[S:4][C:5]2[C:10]([N:11]=1)=[CH:9][CH:8]=[CH:7][N:6]=2.[Cl:12][C:13]1[CH:18]=[CH:17][CH:16]=[CH:15][C:14]=1[N:19]1[CH2:24][CH2:23][NH:22][CH2:21][CH2:20]1.CCN(C(C)C)C(C)C. (4) Given the product [C:14]([NH:18][C:9]1[C:10]2[C:5](=[CH:4][C:3]([F:13])=[C:2]([Cl:1])[CH:11]=2)[CH:6]=[CH:7][N:8]=1)([CH3:17])([CH3:16])[CH3:15], predict the reactants needed to synthesize it. The reactants are: [Cl:1][C:2]1[CH:11]=[C:10]2[C:5]([CH:6]=[CH:7][N+:8]([O-])=[CH:9]2)=[CH:4][C:3]=1[F:13].[C:14]([NH2:18])([CH3:17])([CH3:16])[CH3:15].C1(C)C=CC(S(OS(C2C=CC(C)=CC=2)(=O)=O)(=O)=O)=CC=1. (5) Given the product [Cl:1][C:2]1[C:6]([CH2:7][OH:8])=[C:5]([C:12]2[CH:17]=[CH:16][CH:15]=[CH:14][C:13]=2[CH3:18])[S:4][N:3]=1, predict the reactants needed to synthesize it. The reactants are: [Cl:1][C:2]1[C:6]([C:7](OCC)=[O:8])=[C:5]([C:12]2[CH:17]=[CH:16][CH:15]=[CH:14][C:13]=2[CH3:18])[S:4][N:3]=1.O1CCCC1.[H-].[H-].[H-].[H-].[Li+].[Al+3]. (6) Given the product [I:30][C:3]1[C@H:2]([CH2:14][NH:15][C:16](=[O:22])[O:17][C:18]([CH3:19])([CH3:21])[CH3:20])[O:1][B:6]2[C:5]3[C:4]=1[CH:13]=[CH:12][O:11][CH2:10][C:9]=3[CH2:8][O:7]2, predict the reactants needed to synthesize it. The reactants are: [O:1]1[B:6]2[O:7][CH2:8][C:9]3[CH2:10][O:11][CH:12]=[CH:13][C:4]([C:5]=32)=[CH:3][C@H:2]1[CH2:14][NH:15][C:16](=[O:22])[O:17][C:18]([CH3:21])([CH3:20])[CH3:19].C1C(=O)N([I:30])C(=O)C1. (7) Given the product [C:17]([O:16][C:14]([N:21]1[CH2:26][CH2:25][N:24]([C:8]2[CH:9]=[CH:10][C:5]([C:4]([O:3][CH2:1][CH3:2])=[O:13])=[C:6]([Cl:12])[N:7]=2)[CH2:23][CH2:22]1)=[O:15])([CH3:20])([CH3:18])[CH3:19], predict the reactants needed to synthesize it. The reactants are: [CH2:1]([O:3][C:4](=[O:13])[C:5]1[CH:10]=[CH:9][C:8](Cl)=[N:7][C:6]=1[Cl:12])[CH3:2].[C:14]([N:21]1[CH2:26][CH2:25][NH:24][CH2:23][CH2:22]1)([O:16][C:17]([CH3:20])([CH3:19])[CH3:18])=[O:15].CCN(CC)CC. (8) The reactants are: CS([C:5]1[N:10]=[C:9]([C:11]2[CH:16]=[CH:15][C:14]([S:17]([CH3:20])(=[O:19])=[O:18])=[CH:13][CH:12]=2)[CH:8]=[C:7]([C:21]([F:24])([F:23])[F:22])[N:6]=1)(=O)=O.[CH2:25]([NH2:32])[C:26]1[CH:31]=[CH:30][CH:29]=[CH:28][CH:27]=1. Given the product [CH3:20][S:17]([C:14]1[CH:15]=[CH:16][C:11]([C:9]2[CH:8]=[C:7]([C:21]([F:24])([F:23])[F:22])[N:6]=[C:5]([NH:32][CH2:25][C:26]3[CH:31]=[CH:30][CH:29]=[CH:28][CH:27]=3)[N:10]=2)=[CH:12][CH:13]=1)(=[O:19])=[O:18], predict the reactants needed to synthesize it. (9) The reactants are: [CH2:1]([C@H:8]1[CH2:12][O:11][C:10](=[O:13])[N:9]1[C:14](=[O:29])[CH2:15][C@H:16]([C:21]1[CH:26]=[C:25]([F:27])[CH:24]=[C:23]([F:28])[CH:22]=1)[C:17]([F:20])([F:19])[F:18])[C:2]1[CH:7]=[CH:6][CH:5]=[CH:4][CH:3]=1.CC(C1C=C(C(C)C)C(S([N:45]=[N+:46]=[N-:47])(=O)=O)=C(C(C)C)C=1)C. Given the product [N:45]([C@H:15]([C@H:16]([C:21]1[CH:26]=[C:25]([F:27])[CH:24]=[C:23]([F:28])[CH:22]=1)[C:17]([F:19])([F:20])[F:18])[C:14]([N:9]1[C@@H:8]([CH2:1][C:2]2[CH:7]=[CH:6][CH:5]=[CH:4][CH:3]=2)[CH2:12][O:11][C:10]1=[O:13])=[O:29])=[N+:46]=[N-:47], predict the reactants needed to synthesize it.